This data is from CYP2C19 inhibition data for predicting drug metabolism from PubChem BioAssay. The task is: Regression/Classification. Given a drug SMILES string, predict its absorption, distribution, metabolism, or excretion properties. Task type varies by dataset: regression for continuous measurements (e.g., permeability, clearance, half-life) or binary classification for categorical outcomes (e.g., BBB penetration, CYP inhibition). Dataset: cyp2c19_veith. (1) The drug is Brc1ccc(-c2csc(N3CCc4ccccc4C3)n2)cc1. The result is 1 (inhibitor). (2) The molecule is Cc1ccc2oc(-c3cccc(NC(=S)NC(=O)/C=C/c4ccco4)c3)nc2c1. The result is 1 (inhibitor). (3) The drug is CCCn1c(C)c(C(=O)c2cccc3ccccc23)c2ccccc21. The result is 1 (inhibitor). (4) The drug is Cc1noc(NC(=O)Nc2ccccc2F)c1C#N. The result is 0 (non-inhibitor). (5) The drug is C[C@@H](NCc1cc(Br)cc2[nH]c(=O)c(=O)[nH]c12)P(=O)(O)O. The result is 0 (non-inhibitor). (6) The drug is c1ccc2cc(NCNc3ccc4ccccc4c3)ccc2c1. The result is 1 (inhibitor). (7) The molecule is Cc1cc(OC(=O)c2ccc(Cl)cc2)cc(=O)n1C. The result is 0 (non-inhibitor).